Dataset: Forward reaction prediction with 1.9M reactions from USPTO patents (1976-2016). Task: Predict the product of the given reaction. (1) Given the reactants [CH3:1][C:2]1[S:3][C:4]([CH3:14])=[CH:5][C:6]=1[C:7](=O)[C:8](OCC)=[O:9], predict the reaction product. The product is: [CH3:1][C:2]1[S:3][C:4]([CH3:14])=[CH:5][C:6]=1[CH2:7][CH2:8][OH:9]. (2) Given the reactants [C:1]([O:4][C@@H:5]1[C@H:9]([O:10][C:11](=[O:13])[CH3:12])[C@@H:8]([CH2:14][O:15][C:16](=[O:18])[CH3:17])[O:7][C@H:6]1[N:19]1[C:30]2[N:29]=[C:26]([NH:27][CH3:28])[NH:25][C:23](=[O:24])[C:22]=2[N:21]=[CH:20]1)(=[O:3])[CH3:2].[C:31]1([N:37]([C:41]2[CH:46]=[CH:45][CH:44]=[CH:43][CH:42]=2)[C:38](Cl)=[O:39])[CH:36]=[CH:35][CH:34]=[CH:33][CH:32]=1.C(N(C(C)C)CC)(C)C, predict the reaction product. The product is: [C:1]([O:4][C@@H:5]1[C@H:9]([O:10][C:11](=[O:13])[CH3:12])[C@@H:8]([CH2:14][O:15][C:16](=[O:18])[CH3:17])[O:7][C@H:6]1[N:19]1[C:30]2[N:29]=[C:26]([NH:27][CH3:28])[N:25]=[C:23]([O:24][C:38](=[O:39])[N:37]([C:41]3[CH:42]=[CH:43][CH:44]=[CH:45][CH:46]=3)[C:31]3[CH:36]=[CH:35][CH:34]=[CH:33][CH:32]=3)[C:22]=2[N:21]=[CH:20]1)(=[O:3])[CH3:2]. (3) Given the reactants [C:1]([O:5][C:6]([N:8]1[CH2:13][CH2:12][N:11]2[C:14]([CH2:18][CH3:19])=[N:15][C:16](I)=[C:10]2[CH:9]1[CH2:20][CH2:21][C:22]1[CH:27]=[C:26]([F:28])[C:25]([C:29]([F:32])([F:31])[F:30])=[CH:24][C:23]=1[F:33])=[O:7])([CH3:4])([CH3:3])[CH3:2].C(=O)([O-])[O-].[K+].[K+].O, predict the reaction product. The product is: [C:1]([O:5][C:6]([N:8]1[CH2:13][CH2:12][N:11]2[C:14]([CH2:18][CH3:19])=[N:15][CH:16]=[C:10]2[CH:9]1[CH2:20][CH2:21][C:22]1[CH:27]=[C:26]([F:28])[C:25]([C:29]([F:31])([F:32])[F:30])=[CH:24][C:23]=1[F:33])=[O:7])([CH3:2])([CH3:3])[CH3:4]. (4) Given the reactants [F:1][C:2]1[CH:7]=[CH:6][C:5](I)=[CH:4][C:3]=1[N:9]1[CH:14]=[C:13]([O:15][CH3:16])[C:12](=[O:17])[C:11]([C:18]2[N:22]([C:23]3[CH:28]=[CH:27][CH:26]=[CH:25][CH:24]=3)[N:21]=[CH:20][CH:19]=2)=[N:10]1.Cl.[F:30][C:31]1([F:35])[CH2:34][NH:33][CH2:32]1.CC([O-])(C)C.[Na+].CC1(C)C2C(=C(P(C3C=CC=CC=3)C3C=CC=CC=3)C=CC=2)OC2C(P(C3C=CC=CC=3)C3C=CC=CC=3)=CC=CC1=2, predict the reaction product. The product is: [F:30][C:31]1([F:35])[CH2:34][N:33]([C:5]2[CH:6]=[CH:7][C:2]([F:1])=[C:3]([N:9]3[CH:14]=[C:13]([O:15][CH3:16])[C:12](=[O:17])[C:11]([C:18]4[N:22]([C:23]5[CH:28]=[CH:27][CH:26]=[CH:25][CH:24]=5)[N:21]=[CH:20][CH:19]=4)=[N:10]3)[CH:4]=2)[CH2:32]1. (5) Given the reactants [Cl:1][C:2]1[N:7]=[C:6](Cl)[C:5]([N+:9]([O-:11])=[O:10])=[CH:4][N:3]=1.[CH:12]1([NH:18][CH2:19][C:20]([F:27])([CH3:26])[C:21]([O:23][CH2:24][CH3:25])=[O:22])[CH2:17][CH2:16][CH2:15][CH2:14][CH2:13]1.C(=O)([O-])[O-].[K+].[K+], predict the reaction product. The product is: [Cl:1][C:2]1[N:7]=[C:6]([N:18]([CH:12]2[CH2:13][CH2:14][CH2:15][CH2:16][CH2:17]2)[CH2:19][C:20]([F:27])([CH3:26])[C:21]([O:23][CH2:24][CH3:25])=[O:22])[C:5]([N+:9]([O-:11])=[O:10])=[CH:4][N:3]=1.